From a dataset of Forward reaction prediction with 1.9M reactions from USPTO patents (1976-2016). Predict the product of the given reaction. (1) Given the reactants O[CH2:2][C:3]1[CH:8]=[CH:7][N:6]=[C:5]([CH3:9])[CH:4]=1.[C-:10]#[N:11].[K+].C1OCCOCCOCCOCCOCCOC1.C(P(CCCC)CCCC)CCC, predict the reaction product. The product is: [C:10]([CH2:2][C:3]1[CH:8]=[CH:7][N:6]=[C:5]([CH3:9])[CH:4]=1)#[N:11]. (2) Given the reactants Br[C:2]1[CH:7]=[CH:6][C:5]([S:8][CH3:9])=[CH:4][CH:3]=1.C([Li])CCC.C[O:16][B:17](OC)[O:18]C.[OH-].[Na+].C(O)(=O)CC(CC(O)=O)(C(O)=O)O, predict the reaction product. The product is: [CH3:9][S:8][C:5]1[CH:6]=[CH:7][C:2]([B:17]([OH:18])[OH:16])=[CH:3][CH:4]=1. (3) The product is: [NH2:16][C:17](=[O:60])[C:18]([CH3:58])([CH3:59])[CH2:19][NH:20][C:21]([C@H:23]([CH:55]([CH3:56])[CH3:57])[CH2:24][C@@H:25]1[O:29][CH2:28][N:27]([C:30]([O:32][CH2:33][O:6][C:5]([C:2]2([OH:1])[CH2:4][CH2:3]2)=[O:7])=[O:31])[C@H:26]1[CH2:35][C@H:36]([CH2:40][C:41]1[CH:46]=[CH:45][C:44]([O:47][CH3:48])=[C:43]([O:49][CH2:50][CH2:51][CH2:52][O:53][CH3:54])[CH:42]=1)[CH:37]([CH3:38])[CH3:39])=[O:22]. Given the reactants [OH:1][C:2]1([C:5]([OH:7])=[O:6])[CH2:4][CH2:3]1.[I-].[Cs+].C(=O)([O-])[O-].[Cs+].[Cs+].[NH2:16][C:17](=[O:60])[C:18]([CH3:59])([CH3:58])[CH2:19][NH:20][C:21]([C@H:23]([CH:55]([CH3:57])[CH3:56])[CH2:24][C@@H:25]1[O:29][CH2:28][N:27]([C:30]([O:32][CH2:33]Cl)=[O:31])[C@H:26]1[CH2:35][C@H:36]([CH2:40][C:41]1[CH:46]=[CH:45][C:44]([O:47][CH3:48])=[C:43]([O:49][CH2:50][CH2:51][CH2:52][O:53][CH3:54])[CH:42]=1)[CH:37]([CH3:39])[CH3:38])=[O:22], predict the reaction product. (4) Given the reactants [Cl:1][CH2:2][C:3](Cl)=[O:4].[NH:6]1[CH2:11][CH2:10][O:9][CH2:8][CH2:7]1.CCN(CC)CC, predict the reaction product. The product is: [Cl:1][CH2:2][C:3]([N:6]1[CH2:11][CH2:10][O:9][CH2:8][CH2:7]1)=[O:4]. (5) The product is: [NH2:25][C:9]1[CH:10]=[C:11]2[C:15](=[CH:16][C:8]=1[C:7]([F:6])([F:17])[F:18])[NH:14][N:13]=[CH:12]2. Given the reactants [N+]([O-])([O-])=O.[Na+].[F:6][C:7]([F:18])([F:17])[C:8]1[CH:16]=[C:15]2[C:11]([CH:12]=[N:13][NH:14]2)=[CH:10][CH:9]=1.S(=O)(=O)(O)O.O.[NH3:25], predict the reaction product.